This data is from Forward reaction prediction with 1.9M reactions from USPTO patents (1976-2016). The task is: Predict the product of the given reaction. (1) Given the reactants C(OC([NH:8][NH:9][C:10]1[CH:41]=[CH:40][C:13]([C:14]([O:16][CH2:17][C@@H:18]2[C@@H:22]([OH:23])[C@@H:21]([OH:24])[C@H:20]([N:25]3[C:33](=[O:34])[N:32]([CH2:35][CH:36]=[CH2:37])[C:31]4[C:30](=[O:38])[NH:29][C:28]([NH2:39])=[N:27][C:26]3=4)[O:19]2)=[O:15])=[CH:12][N:11]=1)=O)(C)(C)C.C(O)(C(F)(F)F)=O, predict the reaction product. The product is: [NH:9]([C:10]1[CH:41]=[CH:40][C:13]([C:14]([O:16][CH2:17][C@@H:18]2[C@@H:22]([OH:23])[C@@H:21]([OH:24])[C@H:20]([N:25]3[C:33](=[O:34])[N:32]([CH2:35][CH:36]=[CH2:37])[C:31]4[C:30](=[O:38])[NH:29][C:28]([NH2:39])=[N:27][C:26]3=4)[O:19]2)=[O:15])=[CH:12][N:11]=1)[NH2:8]. (2) The product is: [C:1]([O:6][C@@H:7]1[C@@H:15]([CH2:16][C:17]2[C:26]3[C:21](=[CH:22][CH:23]=[CH:24][CH:25]=3)[CH:20]=[CH:19][CH:18]=2)[CH2:14][O:13][CH2:12][C@H:11]([NH:27][C:28](=[O:38])[C:29]2[C:34]([O:35][C:41](=[O:43])[CH3:42])=[C:33]([O:36][CH3:37])[CH:32]=[CH:31][N:30]=2)[C:10](=[O:39])[O:9][C@H:8]1[CH3:40])(=[O:5])[CH:2]([CH3:3])[CH3:4]. Given the reactants [C:1]([O:6][C@@H:7]1[C@@H:15]([CH2:16][C:17]2[C:26]3[C:21](=[CH:22][CH:23]=[CH:24][CH:25]=3)[CH:20]=[CH:19][CH:18]=2)[CH2:14][O:13][CH2:12][C@H:11]([NH:27][C:28](=[O:38])[C:29]2[C:34]([OH:35])=[C:33]([O:36][CH3:37])[CH:32]=[CH:31][N:30]=2)[C:10](=[O:39])[O:9][C@H:8]1[CH3:40])(=[O:5])[CH:2]([CH3:4])[CH3:3].[C:41](Cl)(=[O:43])[CH3:42], predict the reaction product. (3) Given the reactants [NH:1]1[C:9]2[C:4](=[CH:5][C:6]([B:10]3[O:18][C:15]([CH3:17])([CH3:16])[C:12]([CH3:14])([CH3:13])[O:11]3)=[CH:7][CH:8]=2)[CH:3]=[CH:2]1.[H-].[Na+].[C:21]([O:27][CH2:28]Cl)(=[O:26])[C:22]([CH3:25])([CH3:24])[CH3:23], predict the reaction product. The product is: [C:21]([O:27][CH2:28][N:1]1[C:9]2[C:4](=[CH:5][C:6]([B:10]3[O:18][C:15]([CH3:17])([CH3:16])[C:12]([CH3:14])([CH3:13])[O:11]3)=[CH:7][CH:8]=2)[CH:3]=[CH:2]1)(=[O:26])[C:22]([CH3:25])([CH3:24])[CH3:23]. (4) Given the reactants [ClH:1].Cl.[NH:3]1[CH2:8][CH2:7][CH:6]([NH:9][C:10]2[N:15]=[CH:14][C:13](/[CH:16]=[CH:17]/[C:18]([O:20][CH2:21][CH3:22])=[O:19])=[CH:12][CH:11]=2)[CH2:5][CH2:4]1.CCN(CC)CC.[CH:30](=O)[C:31]1[CH:36]=[CH:35][CH:34]=[CH:33][CH:32]=1.[BH4-].[Na+], predict the reaction product. The product is: [CH2:30]([N:3]1[CH2:8][CH2:7][CH:6]([NH:9][C:10]2[N:15]=[CH:14][C:13](/[CH:16]=[CH:17]/[C:18]([O:20][CH2:21][CH3:22])=[O:19])=[CH:12][C:11]=2[Cl:1])[CH2:5][CH2:4]1)[C:31]1[CH:36]=[CH:35][CH:34]=[CH:33][CH:32]=1. (5) Given the reactants Br[C:2]1[CH:3]=[C:4]([CH:19]=[CH:20][CH:21]=1)[CH2:5][NH:6][C:7]([C:9]1[CH:10]=[C:11]2[C:16](=[CH:17][CH:18]=1)[N:15]=[CH:14][CH:13]=[CH:12]2)=[O:8].O1CCCC1.[CH2:27]([Mg]Cl)[C:28]1[CH:33]=[CH:32][CH:31]=[CH:30][CH:29]=1.O, predict the reaction product. The product is: [CH2:27]([C:2]1[CH:3]=[C:4]([CH:19]=[CH:20][CH:21]=1)[CH2:5][NH:6][C:7]([C:9]1[CH:10]=[C:11]2[C:16](=[CH:17][CH:18]=1)[N:15]=[CH:14][CH:13]=[CH:12]2)=[O:8])[C:28]1[CH:33]=[CH:32][CH:31]=[CH:30][CH:29]=1. (6) Given the reactants Cl.[CH2:2]([O:9][C:10]([NH:12][CH:13]1[CH2:18][CH2:17][N:16](C(OC(C)(C)C)=O)[CH2:15][C:14]1([CH3:27])[CH3:26])=[O:11])[C:3]1[CH:8]=[CH:7][CH:6]=[CH:5][CH:4]=1, predict the reaction product. The product is: [CH2:2]([O:9][C:10]([NH:12][CH:13]1[CH2:18][CH2:17][NH:16][CH2:15][C:14]1([CH3:27])[CH3:26])=[O:11])[C:3]1[CH:4]=[CH:5][CH:6]=[CH:7][CH:8]=1. (7) Given the reactants [CH:1]1([NH2:5])[CH2:4][CH2:3][CH2:2]1.Cl[C:7]1[N:15]=[C:14]([NH:16][C:17]2[CH:18]=[C:19]([NH:23][S:24]([CH3:27])(=[O:26])=[O:25])[CH:20]=[CH:21][CH:22]=2)[N:13]=[C:12]2[C:8]=1[N:9]=[CH:10][NH:11]2.C(N(CC)CC)C, predict the reaction product. The product is: [CH:1]1([NH:5][C:7]2[N:15]=[C:14]([NH:16][C:17]3[CH:18]=[C:19]([NH:23][S:24]([CH3:27])(=[O:25])=[O:26])[CH:20]=[CH:21][CH:22]=3)[N:13]=[C:12]3[C:8]=2[N:9]=[CH:10][NH:11]3)[CH2:4][CH2:3][CH2:2]1. (8) Given the reactants [Br:1][C:2]1[S:3][C:4]([NH:32][C:33](=[O:39])[O:34][C:35]([CH3:38])([CH3:37])[CH3:36])=[C:5]([C:7](=[O:31])[NH:8][C:9]2[CH:10]=[N:11][N:12]([CH:28]3C[CH2:29]3)[C:13]=2[N:14]2[CH2:20][CH2:19][CH2:18][C@@H:17]([NH:21][C:22](=[O:27])[C:23]([F:26])([F:25])[F:24])[CH2:16][CH2:15]2)[N:6]=1.C(N1C(N2CCC[C@@H](NC(=O)C(F)(F)F)CC2)=C([N+]([O-])=O)C=N1)C, predict the reaction product. The product is: [Br:1][C:2]1[S:3][C:4]([NH:32][C:33](=[O:39])[O:34][C:35]([CH3:38])([CH3:37])[CH3:36])=[C:5]([C:7](=[O:31])[NH:8][C:9]2[CH:10]=[N:11][N:12]([CH2:28][CH3:29])[C:13]=2[N:14]2[CH2:20][CH2:19][CH2:18][C@@H:17]([NH:21][C:22](=[O:27])[C:23]([F:24])([F:25])[F:26])[CH2:16][CH2:15]2)[N:6]=1. (9) Given the reactants [C:1]([C:5]1[CH:6]=[C:7]([CH:10]=[C:11]([C:14]([CH3:17])([CH3:16])[CH3:15])[C:12]=1[OH:13])[CH:8]=O)([CH3:4])([CH3:3])[CH3:2].[F:18][C:19]([F:30])([F:29])[C:20]1[CH:25]=[CH:24][C:23]([CH2:26][C:27]#[N:28])=[CH:22][CH:21]=1, predict the reaction product. The product is: [C:1]([C:5]1[CH:6]=[C:7]([CH:8]=[C:26]([C:23]2[CH:22]=[CH:21][C:20]([C:19]([F:18])([F:29])[F:30])=[CH:25][CH:24]=2)[C:27]#[N:28])[CH:10]=[C:11]([C:14]([CH3:17])([CH3:16])[CH3:15])[C:12]=1[OH:13])([CH3:4])([CH3:3])[CH3:2]. (10) Given the reactants [CH3:1][C:2]1[CH2:7][CH2:6][CH2:5][C:4]([CH3:9])([CH3:8])[C:3]=1[CH:10]=O.[NH2:12][C:13]1[CH:14]=[C:15]([CH:18]=[CH:19][CH:20]=1)[C:16]#[N:17].C(O)(=O)C.C([BH3-])#N.[Na+], predict the reaction product. The product is: [CH3:1][C:2]1[CH2:7][CH2:6][CH2:5][C:4]([CH3:9])([CH3:8])[C:3]=1[CH2:10][NH:12][C:13]1[CH:14]=[C:15]([CH:18]=[CH:19][CH:20]=1)[C:16]#[N:17].